From a dataset of Reaction yield outcomes from USPTO patents with 853,638 reactions. Predict the reaction yield, written as a fraction of the theoretical maximum amount of product (1.0 means a 100% yield; for example, 0.34 means a 34% yield). (1) The reactants are [CH3:1][O:2][C:3]1[CH:8]=[CH:7][CH:6]=[CH:5][C:4]=1[C:9]1[C:17]2[C:12](=[N:13][CH:14]=[C:15]([C:18]3[CH:19]=[N:20][CH:21]=[C:22]([CH:26]=3)[C:23](O)=[O:24])[CH:16]=2)[NH:11][N:10]=1.C1[CH:32]=[CH:31][C:30]([CH2:33][NH:34]S(C2C=CC3N=NN(O)C=3C=2)(=O)=O)=CC=1.Cl.CCN=C=NCCCN(C)C.N1CCCC1. The catalyst is CN(C=O)C.CN(C1C=CN=CC=1)C. The product is [CH3:1][O:2][C:3]1[CH:8]=[CH:7][CH:6]=[CH:5][C:4]=1[C:9]1[C:17]2[C:12](=[N:13][CH:14]=[C:15]([C:18]3[CH:26]=[C:22]([C:23]([N:34]4[CH2:33][CH2:30][CH2:31][CH2:32]4)=[O:24])[CH:21]=[N:20][CH:19]=3)[CH:16]=2)[NH:11][N:10]=1. The yield is 0.0600. (2) The yield is 0.800. The product is [NH2:3][CH2:4][CH:5]([C:7]1[CH:8]=[CH:9][CH:10]=[C:11]2[C:16]=1[N:15]=[CH:14][CH:13]=[C:12]2[C:17]([NH:19][CH3:20])=[O:18])[CH3:6]. The reactants are Cl.Cl.[NH2:3][CH2:4][C:5]([C:7]1[CH:8]=[CH:9][CH:10]=[C:11]2[C:16]=1[N:15]=[CH:14][CH:13]=[C:12]2[C:17]([NH:19][CH3:20])=[O:18])=[CH2:6].[H][H]. The catalyst is CO.[Pd]. (3) The yield is 0.655. The reactants are C([N:3]([CH2:6]C)CC)C.[CH2:8]([O:15][C:16]([NH:18][C:19]1[CH:34]=[CH:33][C:22]([O:23][C:24]2[CH:29]=[CH:28][N:27]=[C:26](C(O)=O)[CH:25]=2)=[CH:21][C:20]=1[F:35])=[O:17])[C:9]1[CH:14]=[CH:13][CH:12]=[CH:11][CH:10]=1.C1(P(N=[N+]=[N-])(C2C=CC=CC=2)=[O:43])C=CC=CC=1.C(OCC)(=O)C.[C:59]([OH:63])([CH3:62])([CH3:61])[CH3:60]. No catalyst specified. The product is [CH2:8]([O:15][C:16]([NH:18][C:19]1[CH:34]=[CH:33][C:22]([O:23][C:24]2[CH:29]=[CH:28][N:27]=[C:26]([NH:3][C:6](=[O:43])[O:63][C:59]([CH3:62])([CH3:61])[CH3:60])[CH:25]=2)=[CH:21][C:20]=1[F:35])=[O:17])[C:9]1[CH:10]=[CH:11][CH:12]=[CH:13][CH:14]=1. (4) The reactants are [F:1][C:2]([F:33])([F:32])[O:3][C:4]1[CH:5]=[C:6]([CH:29]=[CH:30][CH:31]=1)[O:7][C:8]1[CH:9]=[C:10]([NH:14][CH2:15][C:16]2[CH:21]=[CH:20][CH:19]=[C:18]([O:22][C:23]([F:28])([F:27])[CH:24]([F:26])[F:25])[CH:17]=2)[CH:11]=[CH:12][CH:13]=1.[F:34][C:35]([F:41])([F:40])S([O-])(=[O:54])=[O:54].[Yb+3].[F:34][C:35]([F:41])([F:40])S([O-])(=O)=O.[F:34][C:35]([F:41])([F:40])S([O-])(=O)=[O:54].[C:59](#N)[CH3:60]. The catalyst is O.C(Cl)Cl. The product is [F:1][C:2]([F:32])([F:33])[O:3][C:4]1[CH:5]=[C:6]([CH:29]=[CH:30][CH:31]=1)[O:7][C:8]1[CH:9]=[C:10]([N:14]([CH2:15][C:16]2[CH:21]=[CH:20][CH:19]=[C:18]([O:22][C:23]([F:27])([F:28])[CH:24]([F:26])[F:25])[CH:17]=2)[CH2:60][C@@H:59]([OH:54])[C:35]([F:41])([F:40])[F:34])[CH:11]=[CH:12][CH:13]=1. The yield is 0.230. (5) The reactants are [C:1](Cl)(=[O:4])[CH:2]=[CH2:3].[CH3:6][C:7]1[CH:12]2[C:13]([CH3:15])([CH3:14])[CH:10]([CH2:11]2)[CH2:9][CH:8]=1. The catalyst is C(Cl)CCl.[Cl-].[Zn+2].[Cl-]. The product is [C:13]([C:10]12[CH2:11][CH:12]([C:7]([CH3:6])=[CH:8][CH2:9]1)[C:1](=[O:4])[CH2:2][CH2:3]2)([CH3:15])=[CH2:14]. The yield is 0.00800. (6) The reactants are [N:1]1[CH:6]=[CH:5][CH:4]=[C:3]([S:7]([N:10]2[C:14]([C:15]3[CH:20]=[CH:19][CH:18]=[CH:17][C:16]=3[C:21]([F:24])([F:23])[F:22])=[CH:13][C:12]([CH:25]=O)=[CH:11]2)(=[O:9])=[O:8])[CH:2]=1.CO.[CH3:29][NH2:30].[BH4-].[Na+].[ClH:33].C(=O)([O-])O.[Na+]. The catalyst is C(O)C. The product is [ClH:33].[ClH:33].[CH3:29][NH:30][CH2:25][C:12]1[CH:13]=[C:14]([C:15]2[CH:20]=[CH:19][CH:18]=[CH:17][C:16]=2[C:21]([F:24])([F:23])[F:22])[N:10]([S:7]([C:3]2[CH:2]=[N:1][CH:6]=[CH:5][CH:4]=2)(=[O:9])=[O:8])[CH:11]=1. The yield is 0.690. (7) The reactants are [CH3:1][O:2][C:3]1[CH:12]=[CH:11][CH:10]=[C:9]([NH:13][C:14]([NH:16][CH3:17])=[O:15])[C:4]=1[C:5](NC)=[O:6].[OH-].[Na+].C(O)(=O)C. The catalyst is O.C(O)C. The yield is 0.970. The product is [CH3:1][O:2][C:3]1[CH:12]=[CH:11][CH:10]=[C:9]2[C:4]=1[C:5](=[O:6])[N:16]([CH3:17])[C:14](=[O:15])[NH:13]2. (8) The reactants are [F:1][C:2]([F:16])([F:15])[CH2:3][CH:4]([CH2:10][C:11]([F:14])([F:13])[F:12])[CH:5]([C:7]([OH:9])=[O:8])[NH2:6].[OH-].[Na+].[Cl:19][C:20]1[S:24][C:23]([S:25](Cl)(=[O:27])=[O:26])=[CH:22][CH:21]=1. The catalyst is O.C1COCC1.CCOC(C)=O. The product is [Cl:19][C:20]1[S:24][C:23]([S:25]([NH:6][CH:5]([C:7]([OH:9])=[O:8])[CH:4]([CH2:10][C:11]([F:12])([F:13])[F:14])[CH2:3][C:2]([F:15])([F:16])[F:1])(=[O:27])=[O:26])=[CH:22][CH:21]=1. The yield is 0.863.